Dataset: Reaction yield outcomes from USPTO patents with 853,638 reactions. Task: Predict the reaction yield, written as a fraction of the theoretical maximum amount of product (1.0 means a 100% yield; for example, 0.34 means a 34% yield). (1) The reactants are [C:1]([O:5][C:6](=[O:18])[NH:7][CH2:8][C:9]1[CH:14]=[CH:13][C:12]([N+:15]([O-])=O)=[CH:11][CH:10]=1)([CH3:4])([CH3:3])[CH3:2].C([O-])=O.[NH4+].O. The catalyst is [Fe].C1(C)C=CC=CC=1. The product is [C:1]([O:5][C:6](=[O:18])[NH:7][CH2:8][C:9]1[CH:10]=[CH:11][C:12]([NH2:15])=[CH:13][CH:14]=1)([CH3:4])([CH3:2])[CH3:3]. The yield is 0.900. (2) The reactants are [Br:1][C:2]1[CH:7]=[CH:6][C:5]([C:8](O)([CH2:11][CH3:12])[CH2:9][CH3:10])=[CH:4][CH:3]=1.[C:14]1([CH3:21])[C:19]([OH:20])=[CH:18][CH:17]=[CH:16][CH:15]=1.OS(O)(=O)=O. The catalyst is O. The product is [Br:1][C:2]1[CH:7]=[CH:6][C:5]([C:8]([C:16]2[CH:17]=[CH:18][C:19]([OH:20])=[C:14]([CH3:21])[CH:15]=2)([CH2:11][CH3:12])[CH2:9][CH3:10])=[CH:4][CH:3]=1. The yield is 0.640. (3) The reactants are [Br:1][C:2]1[CH:3]=[C:4]2[C:9](=[CH:10][CH:11]=1)[CH:8]=[N:7][C:6]([OH:12])=[CH:5]2.[CH2:13](Br)[C:14]1[CH:19]=[CH:18][CH:17]=[CH:16][CH:15]=1. The catalyst is CN(C=O)C. The product is [CH2:13]([O:12][C:6]1[N:7]=[CH:8][C:9]2[C:4]([CH:5]=1)=[CH:3][C:2]([Br:1])=[CH:11][CH:10]=2)[C:14]1[CH:19]=[CH:18][CH:17]=[CH:16][CH:15]=1. The yield is 0.190. (4) The reactants are [O:1]=[C:2]1[C:10]2[C:5](=[CH:6][CH:7]=[CH:8][CH:9]=2)[C:4](=[O:11])[N:3]1[CH2:12][C:13]#[N:14].C(OCC)(=O)C.Cl.O1CCCC1.P([S-])(OCC)(OCC)=[S:28]. The catalyst is O. The product is [O:1]=[C:2]1[C:10]2[C:5](=[CH:6][CH:7]=[CH:8][CH:9]=2)[C:4](=[O:11])[N:3]1[CH2:12][C:13](=[S:28])[NH2:14]. The yield is 0.510.